From a dataset of Full USPTO retrosynthesis dataset with 1.9M reactions from patents (1976-2016). Predict the reactants needed to synthesize the given product. (1) Given the product [Cl:1][C:2]1[CH:3]=[C:4]2[C:8](=[CH:9][CH:10]=1)[NH:7][C:6]([CH2:11][OH:12])=[C:5]2[S:16]([CH2:19][CH:20]1[CH2:23][CH2:22][CH2:21]1)(=[O:18])=[O:17], predict the reactants needed to synthesize it. The reactants are: [Cl:1][C:2]1[CH:3]=[C:4]2[C:8](=[CH:9][CH:10]=1)[NH:7][C:6]([C:11](OCC)=[O:12])=[C:5]2[S:16]([CH2:19][CH:20]1[CH2:23][CH2:22][CH2:21]1)(=[O:18])=[O:17].[H-].[Al+3].[Li+].[H-].[H-].[H-]. (2) The reactants are: [F:1][C:2]1[CH:38]=[CH:37][C:5]([CH2:6][NH:7][C:8]([C:10]2[C:19]([OH:20])=[C:18]3[C:13]([CH:14]=[CH:15][CH:16]=[N:17]3)=[C:12]([N:21]3[CH2:27][CH2:26][N:25](C(OC(C)(C)C)=O)[CH2:24][CH2:23][S:22]3(=[O:36])=[O:35])[N:11]=2)=[O:9])=[CH:4][CH:3]=1.[F:39][C:40]([F:45])([F:44])[C:41]([OH:43])=[O:42]. Given the product [F:39][C:40]([F:45])([F:44])[C:41]([O-:43])=[O:42].[F:1][C:2]1[CH:38]=[CH:37][C:5]([CH2:6][NH:7][C:8]([C:10]2[C:19]([OH:20])=[C:18]3[C:13]([CH:14]=[CH:15][CH:16]=[N:17]3)=[C:12]([N:21]3[CH2:27][CH2:26][NH2+:25][CH2:24][CH2:23][S:22]3(=[O:35])=[O:36])[N:11]=2)=[O:9])=[CH:4][CH:3]=1, predict the reactants needed to synthesize it. (3) Given the product [CH:1]12[CH2:8][CH2:7][CH:4]([CH:5]=[CH:6]1)[CH2:3][CH:2]2[C:9]1([CH3:16])[NH:13][C:12](=[O:14])[N:11]([CH2:23][C:22]2[CH:25]=[CH:26][C:19]([O:18][CH3:17])=[CH:20][CH:21]=2)[C:10]1=[O:15], predict the reactants needed to synthesize it. The reactants are: [CH:1]12[CH2:8][CH2:7][CH:4]([CH:5]=[CH:6]1)[CH2:3][CH:2]2[C:9]1([CH3:16])[NH:13][C:12](=[O:14])[NH:11][C:10]1=[O:15].[CH3:17][O:18][C:19]1[CH:26]=[CH:25][C:22]([CH2:23]Cl)=[CH:21][CH:20]=1.